Dataset: Forward reaction prediction with 1.9M reactions from USPTO patents (1976-2016). Task: Predict the product of the given reaction. Given the reactants [Cl:1][C:2]1[CH:3]=[C:4]([C:8]2[C:13]([O:14][CH3:15])=[CH:12][CH:11]=[C:10]([CH2:16][C:17]3[CH:18]=[CH:19][C:20](F)=[N:21][CH:22]=3)[C:9]=2[F:24])[CH:5]=[CH:6][CH:7]=1.[NH:25]1[CH2:29][CH2:28][CH2:27][C@H:26]1[C:30]([OH:32])=[O:31].N12CCCN=C1CCCCC2, predict the reaction product. The product is: [Cl:1][C:2]1[CH:3]=[C:4]([C:8]2[C:13]([O:14][CH3:15])=[CH:12][CH:11]=[C:10]([CH2:16][C:17]3[CH:18]=[CH:19][C:20]([N:25]4[CH2:29][CH2:28][CH2:27][C@@H:26]4[C:30]([OH:32])=[O:31])=[N:21][CH:22]=3)[C:9]=2[F:24])[CH:5]=[CH:6][CH:7]=1.